This data is from Full USPTO retrosynthesis dataset with 1.9M reactions from patents (1976-2016). The task is: Predict the reactants needed to synthesize the given product. (1) The reactants are: Br[C:2]1[CH:3]=[C:4]2[C:8](=[CH:9][CH:10]=1)[NH:7][C:6](=[O:11])[CH2:5]2.[Cl:12][C:13]1[CH:14]=[C:15](B(O)O)[CH:16]=[CH:17][CH:18]=1.C(=O)([O-])[O-].[Na+].[Na+]. Given the product [Cl:12][C:13]1[CH:18]=[C:17]([C:2]2[CH:3]=[C:4]3[C:8](=[CH:9][CH:10]=2)[NH:7][C:6](=[O:11])[CH2:5]3)[CH:16]=[CH:15][CH:14]=1, predict the reactants needed to synthesize it. (2) Given the product [CH2:65]([O:67][C:68](=[O:72])[CH2:69][N:70]([C:5](=[O:6])[C:4]1[CH:8]=[CH:9][C:10]([CH2:11][NH:12][C:13]([NH:15][CH:16]2[C:17]3[CH:30]=[CH:29][CH:28]=[CH:27][C:18]=3[CH2:19][CH2:20][C:21]3[CH:26]=[CH:25][CH:24]=[CH:23][C:22]2=3)=[O:14])=[C:2]([Cl:1])[CH:3]=1)[CH3:71])[CH3:66], predict the reactants needed to synthesize it. The reactants are: [Cl:1][C:2]1[CH:3]=[C:4]([CH:8]=[CH:9][C:10]=1[CH2:11][NH:12][C:13]([NH:15][CH:16]1[C:22]2[CH:23]=[CH:24][CH:25]=[CH:26][C:21]=2[CH2:20][CH2:19][C:18]2[CH:27]=[CH:28][CH:29]=[CH:30][C:17]1=2)=[O:14])[C:5](O)=[O:6].CN(C(ON1N=NC2C=CC=NC1=2)=[N+](C)C)C.F[P-](F)(F)(F)(F)F.CCN(C(C)C)C(C)C.Cl.[CH2:65]([O:67][C:68](=[O:72])[CH2:69][NH:70][CH3:71])[CH3:66]. (3) Given the product [Cl:27][CH2:15][C:12]1[CH:13]=[CH:14][C:7]2[S:6][C:5]3[N:4]=[CH:3][CH:2]=[N:1][C:10]=3[NH:9][C:8]=2[CH:11]=1, predict the reactants needed to synthesize it. The reactants are: [N:1]1[C:10]2[NH:9][C:8]3[CH:11]=[C:12]([CH2:15]O)[CH:13]=[CH:14][C:7]=3[S:6][C:5]=2[N:4]=[CH:3][CH:2]=1.N1C=CC=CC=1.CS([Cl:27])(=O)=O.C(Cl)Cl.C(=O)([O-])O.[Na+].